Regression. Given two drug SMILES strings and cell line genomic features, predict the synergy score measuring deviation from expected non-interaction effect. From a dataset of Merck oncology drug combination screen with 23,052 pairs across 39 cell lines. (1) Drug 1: COc1cccc2c1C(=O)c1c(O)c3c(c(O)c1C2=O)CC(O)(C(=O)CO)CC3OC1CC(N)C(O)C(C)O1. Drug 2: CCc1cnn2c(NCc3ccc[n+]([O-])c3)cc(N3CCCCC3CCO)nc12. Cell line: A2780. Synergy scores: synergy=-4.64. (2) Drug 1: N#Cc1ccc(Cn2cncc2CN2CCN(c3cccc(Cl)c3)C(=O)C2)cc1. Drug 2: O=C(NOCC(O)CO)c1ccc(F)c(F)c1Nc1ccc(I)cc1F. Cell line: EFM192B. Synergy scores: synergy=13.5. (3) Drug 1: Cn1nnc2c(C(N)=O)ncn2c1=O. Drug 2: NC1(c2ccc(-c3nc4ccn5c(=O)[nH]nc5c4cc3-c3ccccc3)cc2)CCC1. Cell line: A2780. Synergy scores: synergy=13.7. (4) Drug 2: Cc1nc(Nc2ncc(C(=O)Nc3c(C)cccc3Cl)s2)cc(N2CCN(CCO)CC2)n1. Synergy scores: synergy=-7.82. Drug 1: O=c1[nH]cc(F)c(=O)[nH]1. Cell line: HCT116. (5) Drug 1: COc1cc(C2c3cc4c(cc3C(OC3OC5COC(C)OC5C(O)C3O)C3COC(=O)C23)OCO4)cc(OC)c1O. Drug 2: C#Cc1cccc(Nc2ncnc3cc(OCCOC)c(OCCOC)cc23)c1. Cell line: KPL1. Synergy scores: synergy=21.8. (6) Drug 1: CCN(CC)CCNC(=O)c1c(C)[nH]c(C=C2C(=O)Nc3ccc(F)cc32)c1C. Drug 2: NC(=O)c1cccc2cn(-c3ccc(C4CCCNC4)cc3)nc12. Cell line: A375. Synergy scores: synergy=6.12.